Dataset: hERG potassium channel inhibition data for cardiac toxicity prediction from Karim et al.. Task: Regression/Classification. Given a drug SMILES string, predict its toxicity properties. Task type varies by dataset: regression for continuous values (e.g., LD50, hERG inhibition percentage) or binary classification for toxic/non-toxic outcomes (e.g., AMES mutagenicity, cardiotoxicity, hepatotoxicity). Dataset: herg_karim. (1) The compound is CS(=O)(=O)Nc1ccc2c(c1)C(=O)CC1(CCN(C3CCc4cc(C#N)ccc4C3)CC1)O2. The result is 1 (blocker). (2) The compound is CN(C(=O)c1ccccc1Oc1ccccc1)C1CCNC1. The result is 1 (blocker). (3) The compound is CC(C)S(=O)(=O)N[C@@H]1COC[C@@H]1c1ccc(-c2cccs2)cc1. The result is 0 (non-blocker). (4) The drug is CCN(CC)C1(CNC(=O)N2CCC(c3nc(-c4ccc5ccccc5n4)no3)CC2)CCCC1. The result is 1 (blocker). (5) The molecule is OCC[C@]1(c2ccc(Cl)c(Cl)c2)CCCCNC1. The result is 0 (non-blocker).